Task: Predict the reactants needed to synthesize the given product.. Dataset: Full USPTO retrosynthesis dataset with 1.9M reactions from patents (1976-2016) (1) The reactants are: [OH:1][CH2:2][C:3]1[CH:4]=[CH:5][C:6]([O:12][CH2:13][O:14][CH3:15])=[C:7]([CH2:9][CH2:10][OH:11])[CH:8]=1.[O-][O-].[Mg+2]. Given the product [OH:11][CH2:10][CH2:9][C:7]1[CH:8]=[C:3]([CH:4]=[CH:5][C:6]=1[O:12][CH2:13][O:14][CH3:15])[CH:2]=[O:1], predict the reactants needed to synthesize it. (2) The reactants are: Br[C:2]1[CH:11]=[C:10]2[C:5]([CH2:6][CH:7]([CH3:26])[N:8]([C:12]3[CH:17]=[C:16]([N:18]4[CH2:23][CH2:22][N:21]([CH3:24])[CH2:20][CH2:19]4)[N:15]=[C:14]([NH2:25])[N:13]=3)[CH2:9]2)=[CH:4][CH:3]=1.[CH:27]1([N:32]2[CH:36]=[C:35](B3OC(C)(C)C(C)(C)O3)[CH:34]=[N:33]2)[CH2:31][CH2:30][CH2:29][CH2:28]1.C(=O)(O)[O-].[Na+]. Given the product [CH:27]1([N:32]2[CH:36]=[C:35]([C:2]3[CH:11]=[C:10]4[C:5]([CH2:6][CH:7]([CH3:26])[N:8]([C:12]5[CH:17]=[C:16]([N:18]6[CH2:23][CH2:22][N:21]([CH3:24])[CH2:20][CH2:19]6)[N:15]=[C:14]([NH2:25])[N:13]=5)[CH2:9]4)=[CH:4][CH:3]=3)[CH:34]=[N:33]2)[CH2:31][CH2:30][CH2:29][CH2:28]1, predict the reactants needed to synthesize it. (3) The reactants are: C([O:3][C:4]([CH:6]1[CH2:8][CH:7]1[C:9]1[CH:14]=[CH:13][C:12]([F:15])=[CH:11][C:10]=1[F:16])=[O:5])C.[OH-].[Na+]. Given the product [F:16][C:10]1[CH:11]=[C:12]([F:15])[CH:13]=[CH:14][C:9]=1[CH:7]1[CH2:8][CH:6]1[C:4]([OH:5])=[O:3], predict the reactants needed to synthesize it. (4) Given the product [C:3]([C:2]([NH:1][C:25](=[S:26])[C:24]1[CH:23]=[CH:22][C:21]([C:20]([F:19])([F:30])[F:31])=[CH:29][CH:28]=1)([CH3:18])[CH2:5][N:6]1[CH:14]=[C:13]2[C:8]([CH:9]=[CH:10][C:11]([N+:15]([O-:17])=[O:16])=[CH:12]2)=[N:7]1)#[N:4], predict the reactants needed to synthesize it. The reactants are: [NH2:1][C:2]([CH3:18])([CH2:5][N:6]1[CH:14]=[C:13]2[C:8]([CH:9]=[CH:10][C:11]([N+:15]([O-:17])=[O:16])=[CH:12]2)=[N:7]1)[C:3]#[N:4].[F:19][C:20]([F:31])([F:30])[C:21]1[CH:29]=[CH:28][C:24]([C:25](Cl)=[S:26])=[CH:23][CH:22]=1. (5) Given the product [F:35][C:11]([F:10])([F:34])[C:12]1[CH:29]=[C:28]([C:30]([F:33])([F:32])[F:31])[CH:27]=[CH:26][C:13]=1[CH2:14][N:15]1[CH2:16][CH:17]2[CH2:23][CH:21]([CH2:20][CH:19]([CH:24]=[O:25])[CH2:18]2)[CH2:22]1, predict the reactants needed to synthesize it. The reactants are: C(Cl)(=O)C(Cl)=O.CSC.[F:10][C:11]([F:35])([F:34])[C:12]1[CH:29]=[C:28]([C:30]([F:33])([F:32])[F:31])[CH:27]=[CH:26][C:13]=1[CH2:14][N:15]1[CH2:22][CH:21]2[CH2:23][CH:17]([CH2:18][CH:19]([CH2:24][OH:25])[CH2:20]2)[CH2:16]1.[OH-].[Na+]. (6) Given the product [CH:1]1([N:6]2[C:7]3[N:8]=[C:9]([S:15][CH3:16])[N:10]=[CH:11][C:12]=3[CH:13]=[C:20]([C:21]3[CH:26]=[C:25]([C:27]4[O:28][C:29]([CH2:32][CH:33]([CH3:35])[CH3:34])=[N:30][N:31]=4)[CH:24]=[CH:23][C:22]=3[CH3:36])[C:19]2=[O:18])[CH2:5][CH2:4][CH2:3][CH2:2]1, predict the reactants needed to synthesize it. The reactants are: [CH:1]1([NH:6][C:7]2[C:12]([CH:13]=O)=[CH:11][N:10]=[C:9]([S:15][CH3:16])[N:8]=2)[CH2:5][CH2:4][CH2:3][CH2:2]1.C[O:18][C:19](=O)[CH2:20][C:21]1[CH:26]=[C:25]([C:27]2[O:28][C:29]([CH2:32][CH:33]([CH3:35])[CH3:34])=[N:30][N:31]=2)[CH:24]=[CH:23][C:22]=1[CH3:36].C(=O)([O-])[O-].[Cs+].[Cs+]. (7) Given the product [Br:8][C:9]1[C:10](=[O:11])[NH:1][NH:2][C:12](=[O:14])[CH:13]=1, predict the reactants needed to synthesize it. The reactants are: [NH2:1][NH2:2].OS(O)(=O)=O.[Br:8][C:9]1[C:10](=O)[O:11][C:12](=[O:14])[CH:13]=1. (8) The reactants are: [Cl:1][C:2]1[C:7]([C:8]2[N:12]([S:13]([C:16]3[CH:17]=[N:18][CH:19]=[CH:20][CH:21]=3)(=[O:15])=[O:14])[CH:11]=[C:10]([CH2:22][N:23](C)[C:24](=O)OC(C)(C)C)[C:9]=2[F:32])=[CH:6][CH:5]=[CH:4][N:3]=1.[C:33]([O:36]CC)(=[O:35])[CH3:34].Cl.[C:40]([O:43]CC)(=[O:42])[CH3:41]. Given the product [C:40]([OH:43])(=[O:42])/[CH:41]=[CH:34]/[C:33]([OH:36])=[O:35].[Cl:1][C:2]1[C:7]([C:8]2[N:12]([S:13]([C:16]3[CH:17]=[N:18][CH:19]=[CH:20][CH:21]=3)(=[O:14])=[O:15])[CH:11]=[C:10]([CH2:22][NH:23][CH3:24])[C:9]=2[F:32])=[CH:6][CH:5]=[CH:4][N:3]=1, predict the reactants needed to synthesize it.